This data is from Reaction yield outcomes from USPTO patents with 853,638 reactions. The task is: Predict the reaction yield, written as a fraction of the theoretical maximum amount of product (1.0 means a 100% yield; for example, 0.34 means a 34% yield). (1) The reactants are [CH3:1][O:2][C:3]1[CH:15]=[CH:14][C:13]([N+:16]([O-])=O)=[CH:12][C:4]=1[CH2:5][N:6]1[CH2:11][CH2:10][O:9][CH2:8][CH2:7]1.C(O)C.O.NN. The catalyst is C1COCC1.[Ni]. The product is [CH3:1][O:2][C:3]1[CH:15]=[CH:14][C:13]([NH2:16])=[CH:12][C:4]=1[CH2:5][N:6]1[CH2:11][CH2:10][O:9][CH2:8][CH2:7]1. The yield is 0.670. (2) The reactants are [Br:1][C:2]1[CH:3]=[C:4]([SH:8])[CH:5]=[CH:6][CH:7]=1.Br[CH2:10][CH2:11][Cl:12].C([O-])([O-])=O.[K+].[K+]. The catalyst is CN(C=O)C. The product is [Br:1][C:2]1[CH:3]=[C:4]([S:8][CH2:10][CH2:11][Cl:12])[CH:5]=[CH:6][CH:7]=1. The yield is 0.990.